This data is from Peptide-MHC class I binding affinity with 185,985 pairs from IEDB/IMGT. The task is: Regression. Given a peptide amino acid sequence and an MHC pseudo amino acid sequence, predict their binding affinity value. This is MHC class I binding data. (1) The peptide sequence is HMAYSFQTF. The MHC is HLA-B08:01 with pseudo-sequence HLA-B08:01. The binding affinity (normalized) is 0.390. (2) The binding affinity (normalized) is 0.0308. The peptide sequence is LSYVIGLLPH. The MHC is HLA-A11:01 with pseudo-sequence HLA-A11:01.